From a dataset of Reaction yield outcomes from USPTO patents with 853,638 reactions. Predict the reaction yield, written as a fraction of the theoretical maximum amount of product (1.0 means a 100% yield; for example, 0.34 means a 34% yield). (1) The reactants are [CH3:1][O:2][C:3]1[CH:4]=[C:5]2[C:9](=[CH:10][C:11]=1[O:12][CH3:13])[CH:8]([NH:14][C:15]([NH:17][C:18]1[CH:26]=[CH:25][CH:24]=[C:23]3[C:19]=1[CH:20]=[N:21][NH:22]3)=[O:16])[CH2:7][CH2:6]2.[C:27](Cl)(=[O:29])[CH3:28].C(OCC)(=O)C. The catalyst is N1C=CC=CC=1. The product is [C:27]([N:22]1[C:23]2[C:19](=[C:18]([NH:17][C:15]([NH:14][CH:8]3[C:9]4[C:5](=[CH:4][C:3]([O:2][CH3:1])=[C:11]([O:12][CH3:13])[CH:10]=4)[CH2:6][CH2:7]3)=[O:16])[CH:26]=[CH:25][CH:24]=2)[CH:20]=[N:21]1)(=[O:29])[CH3:28]. The yield is 0.380. (2) The reactants are [Cl:1][C:2]1[CH:3]=[C:4]([CH:27]=[CH:28][C:29]=1[O:30][CH2:31][C:32]1[CH:37]=[CH:36][CH:35]=[C:34]([F:38])[CH:33]=1)[NH:5][C:6]1[C:15]2[C:10](=[CH:11][C:12]([O:23][CH2:24][CH2:25]Cl)=[CH:13][C:14]=2[O:16][CH:17]2[CH2:22][CH2:21][O:20][CH2:19][CH2:18]2)[N:9]=[CH:8][N:7]=1.[CH3:39][N:40]1[CH2:45][CH2:44][NH:43][CH2:42][CH2:41]1. No catalyst specified. The product is [Cl:1][C:2]1[CH:3]=[C:4]([CH:27]=[CH:28][C:29]=1[O:30][CH2:31][C:32]1[CH:37]=[CH:36][CH:35]=[C:34]([F:38])[CH:33]=1)[NH:5][C:6]1[C:15]2[C:10](=[CH:11][C:12]([O:23][CH2:24][CH2:25][N:43]3[CH2:44][CH2:45][N:40]([CH3:39])[CH2:41][CH2:42]3)=[CH:13][C:14]=2[O:16][CH:17]2[CH2:22][CH2:21][O:20][CH2:19][CH2:18]2)[N:9]=[CH:8][N:7]=1. The yield is 0.430. (3) The reactants are Cl[CH2:2][C:3]1[CH:20]=[CH:19][C:6]([O:7][CH2:8][C:9]2[N:10]=[C:11]([C:14]3[O:15][CH:16]=[CH:17][CH:18]=3)[O:12][CH:13]=2)=[C:5]([O:21][CH3:22])[CH:4]=1.[OH:23][C:24]1[C:28]([CH:29]=[O:30])=[CH:27][N:26]([C:31]2[CH:36]=[CH:35][CH:34]=[CH:33][CH:32]=2)[N:25]=1.CN(C)C=O.[H-].[Na+]. The catalyst is O. The product is [O:15]1[CH:16]=[CH:17][CH:18]=[C:14]1[C:11]1[O:12][CH:13]=[C:9]([CH2:8][O:7][C:6]2[CH:19]=[CH:20][C:3]([CH2:2][O:23][C:24]3[C:28]([CH:29]=[O:30])=[CH:27][N:26]([C:31]4[CH:32]=[CH:33][CH:34]=[CH:35][CH:36]=4)[N:25]=3)=[CH:4][C:5]=2[O:21][CH3:22])[N:10]=1. The yield is 0.820. (4) The reactants are [CH3:1][O:2][CH2:3][C:4]([OH:6])=O.O=C1N(P(Cl)(N2CCOC2=O)=O)CCO1.C(N(CC)CC)C.[Br:29][C:30]1[C:31]([F:40])=[C:32]2[C:38]([NH2:39])=[CH:37][NH:36][C:33]2=[N:34][CH:35]=1.[Li+].[OH-].C([O-])([O-])=O.[Na+].[Na+]. The catalyst is C(Cl)Cl. The product is [Br:29][C:30]1[C:31]([F:40])=[C:32]2[C:38]([NH:39][C:4](=[O:6])[CH2:3][O:2][CH3:1])=[CH:37][NH:36][C:33]2=[N:34][CH:35]=1. The yield is 0.450. (5) The product is [Br:43][CH2:10][C:9]([CH:12]1[CH2:17][CH2:16][N:15]([C:18]([O:20][C:21]([CH3:24])([CH3:23])[CH3:22])=[O:19])[CH2:14][CH:13]1[CH3:25])=[O:11]. The reactants are [Li+].CC([N-]C(C)C)C.[C:9]([CH:12]1[CH2:17][CH2:16][N:15]([C:18]([O:20][C:21]([CH3:24])([CH3:23])[CH3:22])=[O:19])[CH2:14][CH:13]1[CH3:25])(=[O:11])[CH3:10].Cl[Si](C)(C)C.C(=O)(O)[O-].[Na+].C1C(=O)N([Br:43])C(=O)C1. The yield is 1.10. The catalyst is C1COCC1. (6) The reactants are [NH2:1][CH2:2][CH2:3]/[CH:4]=[CH:5]/[CH2:6][C:7]([NH:9][C:10]1[CH:15]=[CH:14][CH:13]=[CH:12][C:11]=1[NH:16][C:17](=[O:23])[O:18][C:19]([CH3:22])([CH3:21])[CH3:20])=[O:8].CN(C(ON1N=NC2C=CC=NC1=2)=[N+](C)C)C.F[P-](F)(F)(F)(F)F.CCN(C(C)C)C(C)C.[C:57](O)(=[O:64])[C:58]1[CH:63]=[CH:62][CH:61]=[CH:60][CH:59]=1. The catalyst is C(Cl)Cl.O.C(OCC)(=O)C. The product is [C:57]([NH:1][CH2:2][CH2:3]/[CH:4]=[CH:5]/[CH2:6][C:7]([NH:9][C:10]1[CH:15]=[CH:14][CH:13]=[CH:12][C:11]=1[NH:16][C:17](=[O:23])[O:18][C:19]([CH3:20])([CH3:22])[CH3:21])=[O:8])(=[O:64])[C:58]1[CH:63]=[CH:62][CH:61]=[CH:60][CH:59]=1. The yield is 0.650.